From a dataset of Peptide-MHC class II binding affinity with 134,281 pairs from IEDB. Regression. Given a peptide amino acid sequence and an MHC pseudo amino acid sequence, predict their binding affinity value. This is MHC class II binding data. (1) The peptide sequence is FVAAAKYMVIQGEPG. The MHC is DRB3_0101 with pseudo-sequence DRB3_0101. The binding affinity (normalized) is 0.271. (2) The peptide sequence is KAYQQGVTVDSI. The MHC is DRB1_0404 with pseudo-sequence DRB1_0404. The binding affinity (normalized) is 0.226.